Dataset: Forward reaction prediction with 1.9M reactions from USPTO patents (1976-2016). Task: Predict the product of the given reaction. (1) Given the reactants [CH3:1][O:2][C:3]1[CH:19]=[CH:18][CH:17]=[CH:16][C:4]=1[CH2:5][NH:6][C:7]1[CH:12]=[CH:11][CH:10]=[CH:9][C:8]=1[N+:13]([O-])=O.C(O)C.[H][H], predict the reaction product. The product is: [CH3:1][O:2][C:3]1[CH:19]=[CH:18][CH:17]=[CH:16][C:4]=1[CH2:5][NH:6][C:7]1[C:8]([NH2:13])=[CH:9][CH:10]=[CH:11][CH:12]=1. (2) Given the reactants N(C(OCC)=O)=NC(OCC)=O.[Cl:13][C:14]1[CH:33]=[CH:32][C:17]([NH:18][C:19]2[C:28]3[C:23](=[CH:24][C:25]([OH:31])=[C:26]([O:29][CH3:30])[CH:27]=3)[N:22]=[CH:21][N:20]=2)=[C:16]([F:34])[CH:15]=1.[N:35]1([CH2:40][CH2:41]O)[CH:39]=[N:38][CH:37]=[N:36]1.C1(P(C2C=CC=CC=2)C2C=CC=CC=2)C=CC=CC=1, predict the reaction product. The product is: [ClH:13].[Cl:13][C:14]1[CH:33]=[CH:32][C:17]([NH:18][C:19]2[C:28]3[C:23](=[CH:24][C:25]([O:31][CH2:41][CH2:40][N:35]4[CH:39]=[N:38][CH:37]=[N:36]4)=[C:26]([O:29][CH3:30])[CH:27]=3)[N:22]=[CH:21][N:20]=2)=[C:16]([F:34])[CH:15]=1. (3) Given the reactants [CH2:1]([N:8]1[C:13](=[O:14])[C:12]2[C:15]([CH3:18])=[N:16][O:17][C:11]=2[N:10]=[C:9]1[CH2:19][CH2:20][CH3:21])[C:2]1[CH:7]=[CH:6][CH:5]=[CH:4][CH:3]=1.CC([O-])=O.[Na+].[Br:27]Br.O, predict the reaction product. The product is: [CH2:1]([N:8]1[C:13](=[O:14])[C:12]2[C:15]([CH3:18])=[N:16][O:17][C:11]=2[N:10]=[C:9]1[CH:19]([Br:27])[CH2:20][CH3:21])[C:2]1[CH:3]=[CH:4][CH:5]=[CH:6][CH:7]=1. (4) Given the reactants [Cl:1][C:2]1[CH:3]=[C:4]([NH:9][C:10]2[C:19]3[C:14](=[CH:15][C:16]([O:21][CH2:22][CH3:23])=[C:17]([NH2:20])[CH:18]=3)[N:13]=[CH:12][N:11]=2)[CH:5]=[CH:6][C:7]=1[F:8].CN(C(ON1N=NC2C=CC=NC1=2)=[N+](C)C)C.F[P-](F)(F)(F)(F)F.[CH2:48]([O:50][P:51]([CH:56]([F:60])[C:57](O)=[O:58])([O:53][CH2:54][CH3:55])=[O:52])[CH3:49].C(N(C(C)C)CC)(C)C, predict the reaction product. The product is: [CH2:48]([O:50][P:51]([CH:56]([F:60])[C:57]([NH:20][C:17]1[CH:18]=[C:19]2[C:14](=[CH:15][C:16]=1[O:21][CH2:22][CH3:23])[N:13]=[CH:12][N:11]=[C:10]2[NH:9][C:4]1[CH:5]=[CH:6][C:7]([F:8])=[C:2]([Cl:1])[CH:3]=1)=[O:58])(=[O:52])[O:53][CH2:54][CH3:55])[CH3:49].